Dataset: Forward reaction prediction with 1.9M reactions from USPTO patents (1976-2016). Task: Predict the product of the given reaction. (1) Given the reactants [CH2:1]([OH:6])[CH:2]([OH:5])[CH2:3][OH:4].[CH2:7]([OH:12])[CH:8]([OH:11])[CH2:9][OH:10].[CH2:13]([OH:18])[CH:14]([OH:17])[CH2:15][OH:16].[CH2:19]([OH:24])[CH:20]([OH:23])[CH2:21][OH:22].[C:25]([OH:32])(=[O:31])[CH2:26][CH2:27][CH2:28][CH2:29][CH3:30].ON1[C:38](=O)[CH2:37][CH2:36][C:35]1=O.CC(N=C=NC(C)C)C, predict the reaction product. The product is: [CH2:27]([CH:26]([CH2:35][CH2:36][CH2:37][CH3:38])[C:25]([OH:32])=[O:31])[CH2:28][CH2:29][CH2:30][CH2:1][CH3:2].[OH:12][CH2:7][CH:8]([CH2:9][OH:10])[OH:11].[OH:18][CH2:13][CH:14]([CH2:15][OH:16])[OH:17].[OH:24][CH2:19][CH:20]([CH2:21][OH:22])[OH:23].[OH:6][CH2:1][CH:2]([CH2:3][OH:4])[OH:5]. (2) Given the reactants [NH2:1][CH2:2][CH2:3][CH2:4][CH2:5][N:6]1[C:18]2[C:17]3[CH:16]=[CH:15][CH:14]=[CH:13][C:12]=3[N:11]=[C:10]([NH2:19])[C:9]=2[N:8]=[CH:7]1.[F:20][C:21]([F:34])([F:33])[CH2:22][O:23][C:24]1[N:29]=[CH:28][C:27]([C:30](Cl)=[O:31])=[CH:26][CH:25]=1, predict the reaction product. The product is: [NH2:19][C:10]1[C:9]2[N:8]=[CH:7][N:6]([CH2:5][CH2:4][CH2:3][CH2:2][NH:1][C:30](=[O:31])[C:27]3[CH:26]=[CH:25][C:24]([O:23][CH2:22][C:21]([F:33])([F:34])[F:20])=[N:29][CH:28]=3)[C:18]=2[C:17]2[CH:16]=[CH:15][CH:14]=[CH:13][C:12]=2[N:11]=1. (3) Given the reactants ClC(OCC(C)C)=O.[Cl:9][C:10]1[CH:15]=[CH:14][C:13]([CH:16]([C:35]2[CH:40]=[CH:39][C:38]([Cl:41])=[CH:37][CH:36]=2)[N:17]2[CH2:20][CH:19]([N:21]([S:31]([CH3:34])(=[O:33])=[O:32])[C:22]3[CH:23]=[C:24]([CH:28]=[CH:29][CH:30]=3)[C:25](O)=[O:26])[CH2:18]2)=[CH:12][CH:11]=1.[CH2:42]([N:44]1[CH2:48][CH2:47][CH2:46][CH:45]1[CH2:49][NH2:50])[CH3:43].[Cl-].[Na+], predict the reaction product. The product is: [Cl:9][C:10]1[CH:11]=[CH:12][C:13]([CH:16]([C:35]2[CH:40]=[CH:39][C:38]([Cl:41])=[CH:37][CH:36]=2)[N:17]2[CH2:20][CH:19]([N:21]([S:31]([CH3:34])(=[O:32])=[O:33])[C:22]3[CH:23]=[C:24]([CH:28]=[CH:29][CH:30]=3)[C:25]([NH:50][CH2:49][CH:45]3[CH2:46][CH2:47][CH2:48][N:44]3[CH2:42][CH3:43])=[O:26])[CH2:18]2)=[CH:14][CH:15]=1. (4) Given the reactants C([O:3][C:4](=[O:41])[CH2:5][N:6]([S:29]([N:32]1[C:40]2[C:35](=[CH:36][CH:37]=[CH:38][CH:39]=2)[CH2:34][CH2:33]1)(=[O:31])=[O:30])[CH2:7][C:8]1[CH:13]=[CH:12][CH:11]=[C:10]([O:14][CH2:15][CH2:16][C:17]2[N:18]=[C:19]([C:23]3[CH:28]=[CH:27][CH:26]=[CH:25][CH:24]=3)[O:20][C:21]=2[CH3:22])[CH:9]=1)C.O.[OH-].[Li+], predict the reaction product. The product is: [N:32]1([S:29]([N:6]([CH2:5][C:4]([OH:41])=[O:3])[CH2:7][C:8]2[CH:13]=[CH:12][CH:11]=[C:10]([O:14][CH2:15][CH2:16][C:17]3[N:18]=[C:19]([C:23]4[CH:24]=[CH:25][CH:26]=[CH:27][CH:28]=4)[O:20][C:21]=3[CH3:22])[CH:9]=2)(=[O:30])=[O:31])[C:40]2[C:35](=[CH:36][CH:37]=[CH:38][CH:39]=2)[CH2:34][CH2:33]1. (5) The product is: [F:1][C:2]1[CH:7]=[CH:6][CH:5]=[C:4]([O:8][C:9]([F:10])([F:11])[F:12])[C:3]=1[Si:27]([CH3:29])([CH3:28])[CH3:26]. Given the reactants [F:1][C:2]1[CH:7]=[CH:6][CH:5]=[C:4]([O:8][C:9]([F:12])([F:11])[F:10])[CH:3]=1.CN(CCN(C)C)C.C([Li])(CC)C.[CH3:26][Si:27](Cl)([CH3:29])[CH3:28], predict the reaction product.